Dataset: Forward reaction prediction with 1.9M reactions from USPTO patents (1976-2016). Task: Predict the product of the given reaction. (1) The product is: [Br:1][C:2]1[CH:7]=[C:6]([F:8])[CH:5]=[CH:4][C:3]=1[CH:9]1[N:10]=[C:11]([C:22]2[N:26]=[CH:25][N:24]([CH3:27])[N:23]=2)[NH:12][C:13]([CH2:20][N:29]2[CH2:34][CH2:33][O:32][CH:31]([C:35]([OH:37])=[O:36])[CH2:30]2)=[C:14]1[C:15]([O:17][CH2:18][CH3:19])=[O:16]. Given the reactants [Br:1][C:2]1[CH:7]=[C:6]([F:8])[CH:5]=[CH:4][C:3]=1[CH:9]1[C:14]([C:15]([O:17][CH2:18][CH3:19])=[O:16])=[C:13]([CH2:20]Br)[NH:12][C:11]([C:22]2[N:26]=[CH:25][N:24]([CH3:27])[N:23]=2)=[N:10]1.Cl.[NH:29]1[CH2:34][CH2:33][O:32][CH:31]([C:35]([OH:37])=[O:36])[CH2:30]1, predict the reaction product. (2) Given the reactants S(C)C.[CH3:4][C:5]1[CH:6]=[C:7]2[C:11](=[CH:12][CH:13]=1)[C:10](=[O:14])[CH:9]=[C:8]2[C:15]1[CH:20]=[CH:19][CH:18]=[CH:17][CH:16]=1.CO, predict the reaction product. The product is: [CH3:4][C:5]1[CH:6]=[C:7]2[C:11](=[CH:12][CH:13]=1)[C@@H:10]([OH:14])[CH:9]=[C:8]2[C:15]1[CH:20]=[CH:19][CH:18]=[CH:17][CH:16]=1.